From a dataset of Forward reaction prediction with 1.9M reactions from USPTO patents (1976-2016). Predict the product of the given reaction. (1) Given the reactants [CH3:1][N:2]1[C:10]2[C:5](=[CH:6][C:7]([S:11]([N:14]3C[CH2:17][CH2:16][C@H:15]3[CH2:19][O:20][C:21]3[CH:26]=[CH:25][CH:24]=[CH:23][CH:22]=3)(=[O:13])=[O:12])=[CH:8][CH:9]=2)[C:4](=[O:27])[C:3]1=[O:28].O(C[C@@H]1CCN1S(C1C=C2C(=CC=1)NC(=O)C2=O)(=O)=O)C1C=CC=CC=1.[CH3:55][S:56][C:57]1[CH:64]=[CH:63][C:60](CBr)=[CH:59][CH:58]=1, predict the reaction product. The product is: [CH3:55][S:56][C:57]1[CH:64]=[CH:63][C:60]([CH2:1][N:2]2[C:10]3[C:5](=[CH:6][C:7]([S:11]([N:14]4[CH2:17][CH2:16][C@H:15]4[CH2:19][O:20][C:21]4[CH:26]=[CH:25][CH:24]=[CH:23][CH:22]=4)(=[O:13])=[O:12])=[CH:8][CH:9]=3)[C:4](=[O:27])[C:3]2=[O:28])=[CH:59][CH:58]=1. (2) Given the reactants C([O:3][C:4](=[O:37])[C:5]1[CH:10]=[CH:9][CH:8]=[C:7]([N:11]2[C:15]([CH3:16])=[CH:14][CH:13]=[C:12]2[C:17]2[CH:22]=[C:21]([C:23]3[CH:28]=[CH:27][CH:26]=[CH:25][CH:24]=3)[CH:20]=[CH:19][C:18]=2[O:29][CH2:30][C:31]2[CH:36]=[CH:35][CH:34]=[CH:33][CH:32]=2)[CH:6]=1)C, predict the reaction product. The product is: [C:23]1([C:21]2[CH:20]=[CH:19][C:18]([O:29][CH2:30][C:31]3[CH:32]=[CH:33][CH:34]=[CH:35][CH:36]=3)=[C:17]([C:12]3[N:11]([C:7]4[CH:6]=[C:5]([CH:10]=[CH:9][CH:8]=4)[C:4]([OH:37])=[O:3])[C:15]([CH3:16])=[CH:14][CH:13]=3)[CH:22]=2)[CH:24]=[CH:25][CH:26]=[CH:27][CH:28]=1. (3) The product is: [C:1]([O:5][C:6](=[O:43])[N:7]([C@H:9]([C:11](=[O:42])[NH:12][C@@H:13]1[C:19](=[O:20])[N:18]([CH2:21][C:22]2[C:31]3[C:26](=[CH:27][C:28]([C:32]4[N:33]=[N:34][CH:44]=[CH:45][N:35]=4)=[CH:29][CH:30]=3)[CH:25]=[CH:24][C:23]=2[O:36][CH3:37])[C:17]2[CH:38]=[CH:39][CH:40]=[CH:41][C:16]=2[CH2:15][CH2:14]1)[CH3:10])[CH3:8])([CH3:2])([CH3:3])[CH3:4]. Given the reactants [C:1]([O:5][C:6](=[O:43])[N:7]([C@H:9]([C:11](=[O:42])[NH:12][C@@H:13]1[C:19](=[O:20])[N:18]([CH2:21][C:22]2[C:31]3[C:26](=[CH:27][C:28]([C:32](=[NH:35])[NH:33][NH2:34])=[CH:29][CH:30]=3)[CH:25]=[CH:24][C:23]=2[O:36][CH3:37])[C:17]2[CH:38]=[CH:39][CH:40]=[CH:41][C:16]=2[CH2:15][CH2:14]1)[CH3:10])[CH3:8])([CH3:4])([CH3:3])[CH3:2].[CH:44]1(O)OC2OC(O)C(O)OC2O[CH:45]1O.CC(O)=O, predict the reaction product. (4) Given the reactants [N+:1]([C:4]1[CH:5]=[C:6]([CH:8]=[C:9]([N+:11]([O-:13])=[O:12])[CH:10]=1)[NH2:7])([O-:3])=[O:2].[CH3:14][C:15]([O:18][C:19](O[C:19]([O:18][C:15]([CH3:17])([CH3:16])[CH3:14])=[O:20])=[O:20])([CH3:17])[CH3:16].CCN(CC)CC.C([O-])([O-])=O.[K+].[K+], predict the reaction product. The product is: [C:15]([O:18][C:19](=[O:20])[NH:7][C:6]1[CH:5]=[C:4]([N+:1]([O-:3])=[O:2])[CH:10]=[C:9]([N+:11]([O-:13])=[O:12])[CH:8]=1)([CH3:17])([CH3:16])[CH3:14]. (5) Given the reactants Br[C:2]1[CH:3]=[N:4][N:5]2[CH:10]=[CH:9][C:8]([N:11]3[C@@H:15]([C:16]4[CH:21]=[CH:20][CH:19]=[CH:18][CH:17]=4)[CH2:14][O:13][C:12]3=[O:22])=[N:7][C:6]=12.C(=O)([O-])[O-].[Na+].[Na+].CC1(C)C(C)(C)OB([C:37]2[CH:42]=[CH:41][C:40]([C:43]3[N:47]=[CH:46][N:45]([CH2:48][O:49][CH2:50][CH2:51][Si:52]([CH3:55])([CH3:54])[CH3:53])[N:44]=3)=[CH:39][CH:38]=2)O1.CC(C1C=C(C(C)C)C(C2C=CC=CC=2P(C2CCCCC2)C2CCCCC2)=C(C(C)C)C=1)C, predict the reaction product. The product is: [C:16]1([C@H:15]2[CH2:14][O:13][C:12](=[O:22])[N:11]2[C:8]2[CH:9]=[CH:10][N:5]3[N:4]=[CH:3][C:2]([C:37]4[CH:38]=[CH:39][C:40]([C:43]5[N:47]=[CH:46][N:45]([CH2:48][O:49][CH2:50][CH2:51][Si:52]([CH3:55])([CH3:54])[CH3:53])[N:44]=5)=[CH:41][CH:42]=4)=[C:6]3[N:7]=2)[CH:21]=[CH:20][CH:19]=[CH:18][CH:17]=1. (6) Given the reactants [O:1]=[C:2]1[C:10](=[C:11]2[C:19]3[C:14](=[CH:15][C:16]([CH:20]=O)=[CH:17][CH:18]=3)[CH2:13][O:12]2)[C:9]2[C:4](=[CH:5][CH:6]=[CH:7][CH:8]=2)[NH:3]1.Cl.[CH3:23][O:24][C:25](=[O:28])[CH2:26][NH2:27].C(N(CC)CC)C.C([BH3-])#N.[Na+], predict the reaction product. The product is: [CH3:23][O:24][C:25](=[O:28])[CH2:26][NH:27][CH2:20][C:16]1[CH:15]=[C:14]2[C:19](=[CH:18][CH:17]=1)[C:11](=[C:10]1[C:9]3[C:4](=[CH:5][CH:6]=[CH:7][CH:8]=3)[NH:3][C:2]1=[O:1])[O:12][CH2:13]2. (7) Given the reactants CCN=C=NCCCN(C)C.[CH3:12][C:13]1[CH2:18][CH2:17][CH2:16][C:15]([CH3:20])([CH3:19])[C:14]=1/[CH:21]=[CH:22]/[C:23](/[CH3:33])=[CH:24]/[CH:25]=[CH:26]/[C:27](/[CH3:32])=[CH:28]/[C:29]([OH:31])=O.[C:34]([O:39][C:40]1[CH:45]=[C:44]([OH:46])[CH:43]=[CH:42][C:41]=1[NH2:47])(=[O:38])[CH2:35][CH2:36][CH3:37], predict the reaction product. The product is: [C:34]([O:39][C:40]1[CH:45]=[C:44]([OH:46])[CH:43]=[CH:42][C:41]=1[NH:47][C:29](=[O:31])/[CH:28]=[C:27](\[CH3:32])/[CH:26]=[CH:25]/[CH:24]=[C:23](\[CH3:33])/[CH:22]=[CH:21]/[C:14]1[C:15]([CH3:19])([CH3:20])[CH2:16][CH2:17][CH2:18][C:13]=1[CH3:12])(=[O:38])[CH2:35][CH2:36][CH3:37].